Task: Predict the reaction yield, written as a fraction of the theoretical maximum amount of product (1.0 means a 100% yield; for example, 0.34 means a 34% yield).. Dataset: Reaction yield outcomes from USPTO patents with 853,638 reactions (1) The reactants are [CH3:1][O:2][C:3](=[O:19])[CH2:4][O:5][CH2:6]/[CH:7]=[CH:8]\[CH2:9][N:10]1[C:15](=[O:16])[CH2:14][CH2:13][CH2:12][C@@H:11]1[CH2:17][OH:18].[H][H]. The catalyst is [Pd].CO. The product is [CH3:1][O:2][C:3](=[O:19])[CH2:4][O:5][CH2:6][CH2:7][CH2:8][CH2:9][N:10]1[C:15](=[O:16])[CH2:14][CH2:13][CH2:12][C@@H:11]1[CH2:17][OH:18]. The yield is 0.890. (2) The reactants are [N+:1]([C:4]1[C:5]([CH2:11][CH:12]2[CH2:14][O:13]2)=[C:6]([OH:10])[CH:7]=[CH:8][CH:9]=1)([O-:3])=[O:2].[I-].[Na+].[CH3:17][C:18](C)=[O:19]. No catalyst specified. The product is [C:18]([O:13][CH:12]1[CH2:11][C:5]2[C:6](=[CH:7][CH:8]=[CH:9][C:4]=2[N+:1]([O-:3])=[O:2])[O:10][CH2:14]1)(=[O:19])[CH3:17]. The yield is 0.810. (3) The reactants are C[O:2][C:3]1[CH:4]=[CH:5][C:6]2[C:7]([CH:19]=1)=[CH:8][CH:9]=[C:10]1[C:14]=2[N:13]([CH2:15][CH:16]([NH2:18])[CH3:17])[N:12]=[CH:11]1.[B-](Br)(Br)(Br)[S+](C)C.C([O-])(O)=O.[Na+]. The catalyst is ClCCCl. The product is [NH2:18][CH:16]([CH3:17])[CH2:15][N:13]1[C:14]2[C:10](=[CH:9][CH:8]=[C:7]3[CH:19]=[C:3]([OH:2])[CH:4]=[CH:5][C:6]3=2)[CH:11]=[N:12]1. The yield is 0.320. (4) The product is [CH3:42][O:41][C:39]1[CH:40]=[C:35]([CH2:34][CH2:33][C:23]2[NH:24][N:25]=[C:21]([NH:20][C:15](=[O:17])[C:14]3[CH:13]=[CH:12][C:11]([CH2:10][N:8]([CH3:7])[CH3:9])=[CH:19][CH:18]=3)[CH:22]=2)[CH:36]=[C:37]([O:43][CH3:44])[CH:38]=1. The catalyst is C(Cl)Cl.CN(C=O)C. The reactants are C(Cl)(=O)C(Cl)=O.[CH3:7][N:8]([CH2:10][C:11]1[CH:19]=[CH:18][C:14]([C:15]([OH:17])=O)=[CH:13][CH:12]=1)[CH3:9].[NH2:20][C:21]1[N:25](C(OC(C)(C)C)=O)[N:24]=[C:23]([CH2:33][CH2:34][C:35]2[CH:40]=[C:39]([O:41][CH3:42])[CH:38]=[C:37]([O:43][CH3:44])[CH:36]=2)[CH:22]=1.N1C=CC=CC=1.C(O)(C(F)(F)F)=O. The yield is 0.250. (5) The reactants are [CH:1]([C:4]1[CH:13]=[CH:12][CH:11]=[C:10]2[C:5]=1[CH2:6][CH2:7][C:8]([NH2:17])([C:14]([OH:16])=[O:15])[CH2:9]2)([CH3:3])[CH3:2].C(N(CC)CC)C.[C:25](=O)([O:41]N1C(=O)CCC1=O)[O:26][CH2:27][CH:28]1[C:40]2[CH:39]=[CH:38][CH:37]=[CH:36][C:35]=2[C:34]2[C:29]1=[CH:30][CH:31]=[CH:32][CH:33]=2. The catalyst is C(#N)C.O. The product is [C:25]([CH:9]1[C:10]2[C:5](=[C:4]([CH:1]([CH3:3])[CH3:2])[CH:13]=[CH:12][CH:11]=2)[CH2:6][CH2:7][C:8]1([NH2:17])[C:14]([OH:16])=[O:15])([O:26][CH2:27][CH:28]1[C:29]2[C:34](=[CH:33][CH:32]=[CH:31][CH:30]=2)[C:35]2[C:40]1=[CH:39][CH:38]=[CH:37][CH:36]=2)=[O:41]. The yield is 0.430.